Task: Regression/Classification. Given a drug SMILES string, predict its absorption, distribution, metabolism, or excretion properties. Task type varies by dataset: regression for continuous measurements (e.g., permeability, clearance, half-life) or binary classification for categorical outcomes (e.g., BBB penetration, CYP inhibition). Dataset: cyp2d6_veith.. Dataset: CYP2D6 inhibition data for predicting drug metabolism from PubChem BioAssay (1) The drug is O=c1c(-c2cc(F)cc(F)c2)nc2cnc(Nc3ccccc3)nc2n1C[C@H]1CCCO1. The result is 0 (non-inhibitor). (2) The drug is Cc1noc(C)c1C(=O)N1CCC2(CCCN(Cc3ccccc3)C2)CC1. The result is 0 (non-inhibitor). (3) The drug is COc1ncc2nc(-c3ccccc3)c(=O)n(C3CC3)c2n1. The result is 0 (non-inhibitor). (4) The compound is CC[C@@H](CO)NCCN[C@H](CC)CO. The result is 0 (non-inhibitor). (5) The molecule is N#CCCn1c(=O)c(-c2ccc(Cl)cc2)nc2cnc(Nc3ccccc3)nc21. The result is 0 (non-inhibitor). (6) The result is 0 (non-inhibitor). The drug is COc1ncc2ncc(=O)n(C3CC3)c2n1. (7) The drug is CCOC(=O)/C=C1\NC(C)(C)Cc2cc(OC)c(O)cc21. The result is 1 (inhibitor).